This data is from Forward reaction prediction with 1.9M reactions from USPTO patents (1976-2016). The task is: Predict the product of the given reaction. (1) Given the reactants Cl.[CH3:2][O:3][C:4](=[O:11])[C@H:5]([CH2:7][CH:8]([CH3:10])[CH3:9])[NH2:6].[O-]S([O-])(=O)=O.[Mg+2].[CH:18](=O)[C:19]1[CH:24]=[CH:23][CH:22]=[C:21]([O:25][CH3:26])[CH:20]=1.CCN(CC)CC.[BH4-].[Na+], predict the reaction product. The product is: [CH3:26][O:25][C:21]1[CH:20]=[C:19]([CH:24]=[CH:23][CH:22]=1)[CH2:18][NH:6][C@@H:5]([CH2:7][CH:8]([CH3:10])[CH3:9])[C:4]([O:3][CH3:2])=[O:11]. (2) Given the reactants [CH2:1]([O:3][C:4](=[O:25])[CH2:5][N:6]([CH2:19][C:20]([O:22][CH2:23][CH3:24])=[O:21])[C:7]1[CH:15]=[C:14]2[C:10]([C:11]([CH2:16][CH3:17])=[N:12][NH:13]2)=[CH:9][C:8]=1[CH3:18])[CH3:2].F[B-](F)(F)F.[CH3:31][O+](C)C, predict the reaction product. The product is: [CH2:1]([O:3][C:4](=[O:25])[CH2:5][N:6]([CH2:19][C:20]([O:22][CH2:23][CH3:24])=[O:21])[C:7]1[C:8]([CH3:18])=[CH:9][C:10]2[C:14]([CH:15]=1)=[N:13][N:12]([CH3:31])[C:11]=2[CH2:16][CH3:17])[CH3:2].